Predict the reaction yield, written as a fraction of the theoretical maximum amount of product (1.0 means a 100% yield; for example, 0.34 means a 34% yield). From a dataset of Reaction yield outcomes from USPTO patents with 853,638 reactions. (1) The reactants are Cl.[NH2:2][CH2:3][C:4]1[CH:13]=[CH:12][CH:11]=[C:10]2[C:5]=1[C:6](=[O:23])[N:7]([CH:15]1[CH2:20][CH2:19][C:18](=[O:21])[NH:17][C:16]1=[O:22])[C:8]([CH3:14])=[N:9]2.[C:24]([CH2:28][C:29](Cl)=[O:30])([CH3:27])([CH3:26])[CH3:25].C(N(CC)C(C)C)(C)C. The catalyst is C(#N)C. The product is [O:22]=[C:16]1[CH:15]([N:7]2[C:6](=[O:23])[C:5]3[C:10](=[CH:11][CH:12]=[CH:13][C:4]=3[CH2:3][NH:2][C:29](=[O:30])[CH2:28][C:24]([CH3:27])([CH3:26])[CH3:25])[N:9]=[C:8]2[CH3:14])[CH2:20][CH2:19][C:18](=[O:21])[NH:17]1. The yield is 0.220. (2) The reactants are [CH:1]1([CH:6]([N:10]2[CH:14]=[C:13]([B:15]3[O:19][C:18]([CH3:21])([CH3:20])[C:17]([CH3:23])([CH3:22])[O:16]3)[CH:12]=[N:11]2)[CH2:7][C:8]#[N:9])[CH2:5][CH2:4][CH2:3][CH2:2]1. The catalyst is C(O)C. The product is [CH:1]1([C@H:6]([N:10]2[CH:14]=[C:13]([B:15]3[O:19][C:18]([CH3:21])([CH3:20])[C:17]([CH3:23])([CH3:22])[O:16]3)[CH:12]=[N:11]2)[CH2:7][C:8]#[N:9])[CH2:5][CH2:4][CH2:3][CH2:2]1. The yield is 0.945.